This data is from Forward reaction prediction with 1.9M reactions from USPTO patents (1976-2016). The task is: Predict the product of the given reaction. (1) Given the reactants Cl.[Br:2][C:3]1[CH:8]=[CH:7][C:6]([NH:9]N)=[CH:5][CH:4]=1.[CH3:11][O:12][C:13]1[CH:18]=[CH:17][C:16]([C:19](=O)[CH2:20][C:21]2[CH:26]=[CH:25][C:24]([O:27]C)=[CH:23][CH:22]=2)=[CH:15][CH:14]=1, predict the reaction product. The product is: [Br:2][C:3]1[CH:8]=[C:7]2[C:6](=[CH:5][CH:4]=1)[NH:9][C:19]([C:16]1[CH:15]=[CH:14][C:13]([O:12][CH3:11])=[CH:18][CH:17]=1)=[C:20]2[C:21]1[CH:26]=[CH:25][C:24]([OH:27])=[CH:23][CH:22]=1. (2) Given the reactants [C:1]1([C:22]2[CH:27]=[CH:26][CH:25]=[CH:24][CH:23]=2)[CH:6]=[CH:5][C:4]([CH2:7][O:8][C:9]([NH:11][C:12]2[CH:21]=[CH:20][CH:19]=[CH:18][C:13]=2[C:14]([O:16]C)=[O:15])=[O:10])=[CH:3][CH:2]=1.[OH-].[Na+], predict the reaction product. The product is: [C:1]1([C:22]2[CH:27]=[CH:26][CH:25]=[CH:24][CH:23]=2)[CH:2]=[CH:3][C:4]([CH2:7][O:8][C:9]([NH:11][C:12]2[CH:21]=[CH:20][CH:19]=[CH:18][C:13]=2[C:14]([OH:16])=[O:15])=[O:10])=[CH:5][CH:6]=1.